Dataset: B-cell epitopes from IEDB database with 3,159 antigens for binding position prediction. Task: Token-level Classification. Given an antigen amino acid sequence, predict which amino acid positions are active epitope sites capable of antibody binding. Output is a list of indices for active positions. (1) Given the antigen sequence: SFTVDQSYLFKRVRGSSAARLEPCNGTDPDHVSRAFDIYNKDVACIGKFLKTNCSRFRNLDKHDAYYIVKRCTKTVMDHEQVCYNDLKDSGAVAEHDFFTYKEGRCEFGNVARRNLTKYTMMDLCYAIRNFDEKNCEVLKEILVTVGACTEEFFENKDWFDPVENEAIHEVYAKLGPIVANAMLKCVAFCDAIVEKGYIGVITLDNQDLNGNFYDFGDFVKTAPGFGCACVTSYYSYMMPLMGMTSCLESENFVKSDIYGSDYKQYDLLAYDFTEHKEYLFQKYFKYWDRTYHPNCSDCTSDECIIHCANFNTLFSMTIPMTAFGPLVRKVHIDGVPVVVTAGYHFKQLGIVWNLDVKLDTMKLSMTDLLRFVTDPTLLVASSPALLDQRTVCFSIAALSTGITYQTVKPGHFNKDFYDFITERGFFEEGSELTLKHFFFAQGGEAAMTDFNYYRYNRVTVLDICQAQFVYKIVGKYFECYDGGCINAREVVVTNYDKSA..., which amino acid positions are active epitope sites? The epitope positions are: [96, 97, 98, 99, 100, 101]. The amino acids at these positions are: DFFTYK. (2) Given the antigen sequence: MTSKESKPSRTTWRGMEPPLRETWNQVLQELVKRQQQEEEEQQGLVSGKKKSWVSIDLLGTEGKDIKKVNIWEPCEKWFAQVIWGVLWVLQIVLWGCLMWEMRKGNQCQAEEVIALVSDPGGFQRVQHVETVPVTCVTKNFTQWGCQPEGAYPDPELEYRNISREILEEVYKQDWPWNTYHWPLWQMENMRQWMKENEKEYKERTNKTKEDIDDLVAGRIRGRFCVPYPYALLRCEEWCWYPESINQETGHAEKIKINCTKAKAVSCTEKMPLAAVQRVYWEKEDEESMKFLNIKACNISLRCQDEGKSPGGCVQGYPIPKGAEIIPEAMKYLRGKKSRYGGIKDKNGELKLPLSVRVWVRMANLSGWVNGTPPYWSARVNGSTGINGTRWYGVGTLHHLGYNISSNPERGICDFTGELWIGGDKFPYYYKPSWNCSQNWTGHPVWQVFRYLDMTEHMTSRCIQRPERHNITVGNGTITGNCSVTNWDGCNCTRSGNHLY..., which amino acid positions are active epitope sites? The epitope positions are: [580, 581, 582, 583, 584, 585, 586, 587, 588, 589, 590, 591]. The amino acids at these positions are: GSRRDSLYIAGR.